This data is from Forward reaction prediction with 1.9M reactions from USPTO patents (1976-2016). The task is: Predict the product of the given reaction. (1) Given the reactants [OH:1][C:2]1[C:14]2[CH2:13][O:12][C:11](=[O:15])[C:10]=2[C:9]([C:16]2[CH:21]=[CH:20][C:19]([CH:22]=[CH2:23])=[CH:18][CH:17]=2)=[C:8]2[C:3]=1[CH:4]=[C:5]([O:26][CH3:27])[C:6]([O:24][CH3:25])=[CH:7]2.IC.[C:30](=O)([O-])[O-].[K+].[K+].[Cl-].[NH4+], predict the reaction product. The product is: [CH3:30][O:1][C:2]1[C:14]2[CH2:13][O:12][C:11](=[O:15])[C:10]=2[C:9]([C:16]2[CH:17]=[CH:18][C:19]([CH:22]=[CH2:23])=[CH:20][CH:21]=2)=[C:8]2[C:3]=1[CH:4]=[C:5]([O:26][CH3:27])[C:6]([O:24][CH3:25])=[CH:7]2. (2) Given the reactants Br[C:2]1[CH:3]=[C:4]2[C:9](=[CH:10][CH:11]=1)[CH:8]=[C:7]([C:12]1[NH:16][C:15]([C@@H:17]3[CH:21]=[C:20]([CH3:22])[CH2:19][N:18]3[C:23]([O:25][C:26]([CH3:29])([CH3:28])[CH3:27])=[O:24])=[N:14][CH:13]=1)[CH:6]=[CH:5]2.[CH3:30][Si:31]([C:34]#[CH:35])([CH3:33])[CH3:32], predict the reaction product. The product is: [CH3:22][C:20]1[CH2:19][N:18]([C:23]([O:25][C:26]([CH3:27])([CH3:29])[CH3:28])=[O:24])[C@H:17]([C:15]2[NH:16][C:12]([C:7]3[CH:6]=[CH:5][C:4]4[C:9](=[CH:10][CH:11]=[C:2]([C:35]#[C:34][Si:31]([CH3:33])([CH3:32])[CH3:30])[CH:3]=4)[CH:8]=3)=[CH:13][N:14]=2)[CH:21]=1. (3) The product is: [CH2:47]([N:21]1[CH:22]=[C:23]([C:25]2[CH:30]=[CH:29][C:28]([Cl:31])=[CH:27][C:26]=2[Cl:32])[N:24]=[C:20]1[C@@H:19]([NH:33][C:34]([CH:36]1[CH2:37][CH2:38][CH:39]([C:42]([CH3:43])([CH3:44])[CH3:45])[CH2:40][CH2:41]1)=[O:35])[CH2:18][C:15]1[CH:14]=[CH:13][C:12]([O:11][CH2:10][C:7]2[CH:8]=[CH:9][C:4]([C:3]([OH:2])=[O:46])=[CH:5][CH:6]=2)=[CH:17][CH:16]=1)[C:48]1[CH:53]=[CH:52][CH:51]=[CH:50][CH:49]=1. Given the reactants C[O:2][C:3](=[O:46])[C:4]1[CH:9]=[CH:8][C:7]([CH2:10][O:11][C:12]2[CH:17]=[CH:16][C:15]([CH2:18][C@H:19]([NH:33][C:34]([CH:36]3[CH2:41][CH2:40][CH:39]([C:42]([CH3:45])([CH3:44])[CH3:43])[CH2:38][CH2:37]3)=[O:35])[C:20]3[NH:21][CH:22]=[C:23]([C:25]4[CH:30]=[CH:29][C:28]([Cl:31])=[CH:27][C:26]=4[Cl:32])[N:24]=3)=[CH:14][CH:13]=2)=[CH:6][CH:5]=1.[CH2:47](Br)[C:48]1[CH:53]=[CH:52][CH:51]=[CH:50][CH:49]=1, predict the reaction product.